From a dataset of Forward reaction prediction with 1.9M reactions from USPTO patents (1976-2016). Predict the product of the given reaction. (1) Given the reactants O.[Na+].[CH2:3]([S:11]([O-:14])(=[O:13])=[O:12])[CH2:4][CH2:5][CH2:6][CH2:7][CH2:8][CH2:9][CH3:10].[CH3:15][C@@H:16]1[O:21][C@@H:20]([O:22][C@@H:23]2[C:28]3=[C:29]([OH:46])[C:30]4[C:42](=[O:43])[C:41]5[C:36](=[CH:37][CH:38]=[CH:39][C:40]=5[O:44][CH3:45])[C:34](=[O:35])[C:31]=4[C:32]([OH:33])=[C:27]3[CH2:26][C@@:25]([OH:51])([C:47]([CH2:49][OH:50])=[O:48])[CH2:24]2)[CH2:19][C@H:18]([NH2:52])[C@@H:17]1[OH:53].Cl, predict the reaction product. The product is: [CH3:15][C@@H:16]1[O:21][C@@H:20]([O:22][C@@H:23]2[C:28]3=[C:29]([OH:46])[C:30]4[C:42](=[O:43])[C:41]5[C:36](=[CH:37][CH:38]=[CH:39][C:40]=5[O:44][CH3:45])[C:34](=[O:35])[C:31]=4[C:32]([OH:33])=[C:27]3[CH2:26][C@@:25]([OH:51])([C:47]([CH2:49][OH:50])=[O:48])[CH2:24]2)[CH2:19][C@H:18]([NH2:52])[C@@H:17]1[OH:53].[CH2:3]([S:11]([O-:14])(=[O:12])=[O:13])[CH2:4][CH2:5][CH2:6][CH2:7][CH2:8][CH2:9][CH3:10]. (2) The product is: [CH2:24]([O:23][C:14]1[N:13]=[C:12]2[C:17]([N:18]=[C:19]([O:20][CH3:21])[N:11]2[CH2:10][C:9]2[CH:28]=[CH:29][C:6]([O:5][CH2:4][CH2:3][CH2:2][NH:31][CH3:30])=[CH:7][CH:8]=2)=[C:16]([NH2:22])[N:15]=1)[CH2:25][CH2:26][CH3:27]. Given the reactants Br[CH2:2][CH2:3][CH2:4][O:5][C:6]1[CH:29]=[CH:28][C:9]([CH2:10][N:11]2[C:19]([O:20][CH3:21])=[N:18][C:17]3[C:12]2=[N:13][C:14]([O:23][CH2:24][CH2:25][CH2:26][CH3:27])=[N:15][C:16]=3[NH2:22])=[CH:8][CH:7]=1.[CH3:30][NH2:31].CO, predict the reaction product.